Dataset: Reaction yield outcomes from USPTO patents with 853,638 reactions. Task: Predict the reaction yield, written as a fraction of the theoretical maximum amount of product (1.0 means a 100% yield; for example, 0.34 means a 34% yield). (1) The reactants are Br[CH2:2][C:3]([O:5][CH3:6])=[O:4].[CH2:7]([NH:10][CH:11](O)C)[CH2:8][CH3:9].CCN(CC)CC.O. The catalyst is C1(C)C=CC=CC=1. The product is [CH2:7]([N:10]1[CH2:11][CH2:6][O:5][C:3](=[O:4])[CH2:2]1)[CH2:8][CH3:9]. The yield is 0.810. (2) The reactants are [CH3:1][C:2]([CH3:5])([O-])[CH3:3].[K+].[Br:7][C:8]1[CH:17]=C2C(CCCC2=O)=C[CH:9]=1.I[CH3:20].O.[O:22]1[CH2:26][CH2:25][CH2:24][CH2:23]1. No catalyst specified. The product is [Br:7][C:8]1[CH:17]=[C:25]2[C:24]([CH2:20][CH2:1][C:2]([CH3:5])([CH3:3])[C:26]2=[O:22])=[CH:23][CH:9]=1. The yield is 0.950. (3) The reactants are Cl[C:2]1[CH:7]=[CH:6][N:5]=[CH:4][C:3]=1[N+:8]([O-:10])=[O:9].[CH3:11][O:12][C:13]1[CH:19]=[CH:18][C:16]([NH2:17])=[CH:15][CH:14]=1.C([O-])(=O)C.[Na+]. The catalyst is C(O)C.O. The product is [CH3:11][O:12][C:13]1[CH:19]=[CH:18][C:16]([NH:17][C:2]2[CH:7]=[CH:6][N:5]=[CH:4][C:3]=2[N+:8]([O-:10])=[O:9])=[CH:15][CH:14]=1. The yield is 0.740.